Dataset: Full USPTO retrosynthesis dataset with 1.9M reactions from patents (1976-2016). Task: Predict the reactants needed to synthesize the given product. (1) Given the product [Cl:13][C:8]1[CH:7]=[CH:6][N:5]2[N:1]=[CH:2][CH:3]=[C:4]2[N:9]=1, predict the reactants needed to synthesize it. The reactants are: [N:1]1[N:5]2[CH:6]=[CH:7][C:8](=O)[NH:9][C:4]2=[CH:3][CH:2]=1.P(Cl)(Cl)([Cl:13])=O. (2) Given the product [F:1][C:2]1[CH:3]=[CH:4][C:5]([S:8]([N:11]([CH3:19])[C:12](=[CH2:17])[C:13]([OH:15])=[O:14])(=[O:9])=[O:10])=[CH:6][CH:7]=1, predict the reactants needed to synthesize it. The reactants are: [F:1][C:2]1[CH:7]=[CH:6][C:5]([S:8]([N:11]([CH3:19])[C@@H:12]([CH2:17]O)[C:13]([O:15]C)=[O:14])(=[O:10])=[O:9])=[CH:4][CH:3]=1.[OH-].[Na+]. (3) Given the product [C:56]([O:60][C:53](=[O:55])[NH:50][C:39]1[CH:40]=[CH:41][C:42]([CH2:20][CH2:19][N:4]2[C:5](/[CH:9]=[CH:10]/[C:11]3[CH:16]=[CH:15][CH:14]=[C:13]([O:17][CH3:18])[CH:12]=3)=[C:6]([Cl:8])[CH:7]=[C:2]([Cl:1])[C:3]2=[O:30])=[CH:43][CH:44]=1)([CH3:59])([CH3:58])[CH3:57], predict the reactants needed to synthesize it. The reactants are: [Cl:1][C:2]1[C:3](=[O:30])[N:4]([CH2:19][CH2:20]C2C=CC(C(O)=O)=CC=2)[C:5](/[CH:9]=[CH:10]/[C:11]2[CH:16]=[CH:15][CH:14]=[C:13]([O:17][CH3:18])[CH:12]=2)=[C:6]([Cl:8])[CH:7]=1.[C:39]1(P(N=[N+]=[N-])([C:39]2[CH:44]=[CH:43][CH:42]=[CH:41][CH:40]=2)=O)[CH:44]=[CH:43][CH:42]=[CH:41][CH:40]=1.C([N:50]([CH2:53]C)CC)C.[OH2:55].[C:56]([OH:60])([CH3:59])([CH3:58])[CH3:57]. (4) Given the product [OH:4][CH2:5][C:6]([NH:30][C:31](=[O:33])[CH3:32])([CH2:7][OH:8])[CH2:11][CH:12]1[C:20]2[C:15](=[CH:16][C:17]([CH2:21][CH2:22][CH2:23][CH2:24][CH2:25][CH2:26][CH2:27][CH3:28])=[CH:18][CH:19]=2)[CH2:14][CH:13]1[OH:29], predict the reactants needed to synthesize it. The reactants are: [Li+].[BH4-].C[O:4][C:5](=O)[C:6]([NH:30][C:31](=[O:33])[CH3:32])([CH2:11][CH:12]1[C:20]2[C:15](=[CH:16][C:17]([CH2:21][CH2:22][CH2:23][CH2:24][CH2:25][CH2:26][CH2:27][CH3:28])=[CH:18][CH:19]=2)[CH2:14][C:13]1=[O:29])[C:7](OC)=[O:8]. (5) The reactants are: FC1C=C(C=C(C(F)(F)F)C=1)[C:5]([N:7]([C:9]1[CH:10]=[N:11][CH:12]=[CH:13][C:14]=1[C:15]1[CH:20]=[CH:19][C:18]([F:21])=[CH:17][C:16]=1[O:22][CH3:23])C)=O.[Cl:31][C:32]1[CH:33]=[C:34]([CH:38]=[C:39]([O:41][CH3:42])[N:40]=1)[C:35]([OH:37])=O. Given the product [Cl:31][C:32]1[CH:33]=[C:34]([CH:38]=[C:39]([O:41][CH3:42])[N:40]=1)[C:35]([N:7]([C:9]1[CH:10]=[N:11][CH:12]=[CH:13][C:14]=1[C:15]1[CH:20]=[CH:19][C:18]([F:21])=[CH:17][C:16]=1[O:22][CH3:23])[CH3:5])=[O:37], predict the reactants needed to synthesize it. (6) Given the product [F:17][C:14]1[CH:15]=[CH:16][C:11]([CH:10]2[CH2:9][CH2:8][N:7]([CH3:18])[CH2:6][CH:5]2[CH2:3][OH:2])=[CH:12][CH:13]=1, predict the reactants needed to synthesize it. The reactants are: C[O:2][C:3]([CH:5]1[CH:10]([C:11]2[CH:16]=[CH:15][C:14]([F:17])=[CH:13][CH:12]=2)[CH2:9][CH2:8][N:7]([CH3:18])[CH2:6]1)=O.COCCO[AlH2-]OCCOC.[Na+]. (7) Given the product [Cl:1][C:2]1[CH:7]=[CH:6][C:5]([C:8]2([CH2:20][CH2:21][C:22]([N:24]3[CH2:25][CH2:26][CH:27]([C:30]([OH:32])([CH3:33])[CH3:31])[CH2:28][CH2:29]3)=[O:23])[C:16]3[C:11](=[CH:12][CH:13]=[CH:14][CH:15]=3)[C:10]3=[N:17][CH:18]=[CH:19][N:9]23)=[CH:4][CH:3]=1, predict the reactants needed to synthesize it. The reactants are: [Cl:1][C:2]1[CH:7]=[CH:6][C:5]([C:8]2([CH2:20][CH2:21][C:22]([N:24]3[CH2:29][CH2:28][CH:27]([C:30](=[O:32])[CH3:31])[CH2:26][CH2:25]3)=[O:23])[C:16]3[C:11](=[CH:12][CH:13]=[CH:14][CH:15]=3)[C:10]3=[N:17][CH:18]=[CH:19][N:9]23)=[CH:4][CH:3]=1.[CH3:33][Mg+].[Br-].